From a dataset of Reaction yield outcomes from USPTO patents with 853,638 reactions. Predict the reaction yield, written as a fraction of the theoretical maximum amount of product (1.0 means a 100% yield; for example, 0.34 means a 34% yield). (1) The reactants are [NH2:1][C:2]1[CH:7]=[CH:6][CH:5]=[CH:4][C:3]=1[S:8]([NH2:11])(=[O:10])=[O:9].[I:12]N1C(=O)CCC1=O. The catalyst is C(Cl)(Cl)Cl. The product is [NH2:1][C:2]1[CH:7]=[CH:6][C:5]([I:12])=[CH:4][C:3]=1[S:8]([NH2:11])(=[O:9])=[O:10]. The yield is 0.780. (2) The reactants are [Cl:1][C:2]1[CH:7]=[CH:6][C:5]([C:8]2([O:16][CH3:17])[CH2:13][CH2:12][NH:11][CH2:10][C:9]2([CH3:15])[OH:14])=[CH:4][CH:3]=1.C(=O)([O-])[O-].[K+].[K+].Br[CH2:25][CH2:26][CH:27]=[C:28]1[C:34]2[CH:35]=[CH:36][CH:37]=[N:38][C:33]=2[CH2:32][O:31][C:30]2[CH:39]=[CH:40][C:41]([C:43]([OH:46])([CH3:45])[CH3:44])=[CH:42][C:29]1=2. The catalyst is C(#N)C.O. The product is [Cl:1][C:2]1[CH:7]=[CH:6][C:5]([C:8]2([O:16][CH3:17])[CH2:13][CH2:12][N:11]([CH2:25][CH2:26][CH:27]=[C:28]3[C:34]4[CH:35]=[CH:36][CH:37]=[N:38][C:33]=4[CH2:32][O:31][C:30]4[CH:39]=[CH:40][C:41]([C:43]([OH:46])([CH3:45])[CH3:44])=[CH:42][C:29]3=4)[CH2:10][C:9]2([CH3:15])[OH:14])=[CH:4][CH:3]=1. The yield is 0.350. (3) The reactants are C(O[C:4](=[O:19])[CH:5]([C:12]1[CH:17]=[CH:16][CH:15]=[C:14]([Cl:18])[CH:13]=1)[CH2:6][CH:7]1[CH2:11][CH2:10][CH2:9][CH2:8]1)C.[CH3:20][NH:21][C:22]([NH2:24])=[O:23].C[O-].[Mg+2].C[O-].CO. No catalyst specified. The product is [Cl:18][C:14]1[CH:13]=[C:12]([CH:5]([CH2:6][CH:7]2[CH2:8][CH2:9][CH2:10][CH2:11]2)[C:4]([NH:24][C:22]([NH:21][CH3:20])=[O:23])=[O:19])[CH:17]=[CH:16][CH:15]=1. The yield is 0.0800. (4) The reactants are [CH3:1][O:2][C:3]1[N:4]=[N+:5]([O-])[CH:6]=[CH:7][CH:8]=1.S(OC)(OC)(=O)=O.[O-][C:18]#[N:19].[K+].C(=O)(O)[O-].[Na+]. The catalyst is O.O1CCOCC1. The product is [C:18]([C:6]1[N:5]=[N:4][C:3]([O:2][CH3:1])=[CH:8][CH:7]=1)#[N:19]. The yield is 0.720. (5) The reactants are [H-].[Na+].[O:3]1[CH2:6][CH:5]([OH:7])[CH2:4]1.Cl[C:9]1[N:14]=[C:13]([C:15]2[CH:20]=[CH:19][CH:18]=[C:17]([I:21])[CH:16]=2)[N:12]=[C:11]([C:22]([O:24]CC)=[O:23])[CH:10]=1. The catalyst is C1COCC1. The product is [I:21][C:17]1[CH:16]=[C:15]([C:13]2[N:12]=[C:11]([C:22]([OH:24])=[O:23])[CH:10]=[C:9]([O:7][CH:5]3[CH2:6][O:3][CH2:4]3)[N:14]=2)[CH:20]=[CH:19][CH:18]=1. The yield is 0.880. (6) The reactants are [C:1]1([CH3:17])[CH:6]=[CH:5][C:4]([N:7]2[C:11]([NH2:12])=[CH:10][C:9]([C:13]([F:16])([F:15])[F:14])=[N:8]2)=[CH:3][CH:2]=1.C([O-])([O-])=O.[K+].[K+].Cl[C:25]([O:27][C:28]1[CH:33]=[CH:32][CH:31]=[CH:30][CH:29]=1)=[O:26]. The catalyst is C1COCC1. The product is [C:1]1([CH3:17])[CH:2]=[CH:3][C:4]([N:7]2[C:11]([NH:12][C:25](=[O:26])[O:27][C:28]3[CH:33]=[CH:32][CH:31]=[CH:30][CH:29]=3)=[CH:10][C:9]([C:13]([F:15])([F:16])[F:14])=[N:8]2)=[CH:5][CH:6]=1. The yield is 0.940. (7) The reactants are [NH2:1][C@@H:2]([CH3:18])[CH2:3][N:4]1[CH:8]=[CH:7][C:6]([C:9]2[CH:16]=[CH:15][C:12]([C:13]#[N:14])=[C:11]([Cl:17])[CH:10]=2)=[N:5]1.[Br:19][C:20]1[O:21][CH:22]=[C:23]([C:25](O)=[O:26])[N:24]=1. No catalyst specified. The product is [Br:19][C:20]1[O:21][CH:22]=[C:23]([C:25]([NH:1][C@@H:2]([CH3:18])[CH2:3][N:4]2[CH:8]=[CH:7][C:6]([C:9]3[CH:16]=[CH:15][C:12]([C:13]#[N:14])=[C:11]([Cl:17])[CH:10]=3)=[N:5]2)=[O:26])[N:24]=1. The yield is 0.124. (8) The reactants are [CH3:1][O:2][C:3]1[CH:15]=[C:14]([O:16][CH3:17])[CH:13]=[CH:12][C:4]=1[CH2:5][NH:6][C:7]1[S:8][CH:9]=[CH:10][N:11]=1.C[Si](C)(C)[N-][Si](C)(C)C.[Li+].[CH2:28]([O:30][C:31](=[O:43])[C:32]1[CH:37]=[CH:36][C:35]([S:38](Cl)(=[O:40])=[O:39])=[C:34]([F:42])[CH:33]=1)[CH3:29]. The catalyst is C1COCC1. The product is [CH3:1][O:2][C:3]1[CH:15]=[C:14]([O:16][CH3:17])[CH:13]=[CH:12][C:4]=1[CH2:5][N:6]([C:7]1[S:8][CH:9]=[CH:10][N:11]=1)[S:38]([C:35]1[CH:36]=[CH:37][C:32]([C:31]([O:30][CH2:28][CH3:29])=[O:43])=[CH:33][C:34]=1[F:42])(=[O:39])=[O:40]. The yield is 0.440.